This data is from Full USPTO retrosynthesis dataset with 1.9M reactions from patents (1976-2016). The task is: Predict the reactants needed to synthesize the given product. (1) The reactants are: C([O:3][C:4]([C:6]1[N:7]([CH2:12][CH2:13][C@@H:14]2[CH2:18][S:17][C:16]([C:19]3[NH:20][C:21]4[C:26]([CH:27]=3)=[CH:25][C:24]([Cl:28])=[CH:23][C:22]=4[NH:29][CH:30]3[CH2:34][CH2:33][CH2:32][CH2:31]3)=[N:15]2)[CH:8]=[N:9][C:10]=1[CH3:11])=[O:5])C.CO.O.[OH-].[Li+].Cl. Given the product [Cl:28][C:24]1[CH:25]=[C:26]2[C:21](=[C:22]([NH:29][CH:30]3[CH2:34][CH2:33][CH2:32][CH2:31]3)[CH:23]=1)[NH:20][C:19]([C:16]1[S:17][CH2:18][C@@H:14]([CH2:13][CH2:12][N:7]3[C:6]([C:4]([OH:5])=[O:3])=[C:10]([CH3:11])[N:9]=[CH:8]3)[N:15]=1)=[CH:27]2, predict the reactants needed to synthesize it. (2) Given the product [CH2:31]1[C:30]2[C:25](=[CH:26][CH:27]=[CH:28][CH:29]=2)[CH2:24][N:23]1[N:21]([CH3:22])[C:19](=[O:20])[CH2:18][N:6]([C:7]1[CH:8]=[C:9]2[C:10](=[CH:14][C:15]=1[CH3:16])[N:11]([CH3:17])[N:12]=[CH:13]2)[CH2:5][C:4]([OH:3])=[O:33], predict the reactants needed to synthesize it. The reactants are: C([O:3][C:4](=O)[CH2:5][N:6]([CH2:18][C:19]([N:21]([N:23]1[CH2:31][C:30]2[C:25](=[CH:26][CH:27]=[CH:28][CH:29]=2)[CH2:24]1)[CH3:22])=[O:20])[C:7]1[C:15]([CH3:16])=[CH:14][C:13]2[C:9](=[CH:10][N:11]([CH3:17])[N:12]=2)[CH:8]=1)C.[OH-:33].[Na+].Cl. (3) Given the product [CH2:34]([O:36][C:37]1[CH:38]=[C:39]([F:54])[C:40]([C:44]2[N:49]=[C:48]([C:50]([NH:18][C:17]3[C:12]([N:8]4[CH2:9][C@H:10]([CH3:11])[C@@H:5]([OH:4])[C@H:6]([NH:26][C:27](=[O:28])[O:29][C:30]([CH3:33])([CH3:31])[CH3:32])[CH2:7]4)=[C:13]4[CH2:21][CH2:20][CH:19]([OH:22])[C:14]4=[N:15][CH:16]=3)=[O:51])[CH:47]=[CH:46][C:45]=2[F:53])=[C:41]([F:43])[CH:42]=1)[CH3:35], predict the reactants needed to synthesize it. The reactants are: C([O:4][C@@H:5]1[C@@H:10]([CH3:11])[CH2:9][N:8]([C:12]2[C:17]([NH2:18])=[CH:16][N:15]=[C:14]3[CH:19]([O:22]C(=O)C)[CH2:20][CH2:21][C:13]=23)[CH2:7][C@H:6]1[NH:26][C:27]([O:29][C:30]([CH3:33])([CH3:32])[CH3:31])=[O:28])(=O)C.[CH2:34]([O:36][C:37]1[CH:42]=[C:41]([F:43])[C:40]([C:44]2[N:49]=[C:48]([C:50](O)=[O:51])[CH:47]=[CH:46][C:45]=2[F:53])=[C:39]([F:54])[CH:38]=1)[CH3:35].CN(C(ON1N=NC2C=CC=NC1=2)=[N+](C)C)C.F[P-](F)(F)(F)(F)F.CCN(C(C)C)C(C)C. (4) Given the product [CH2:1]([N:4]1[C:12]2[C:7](=[CH:8][C:9]([NH:13][C:14]([C:16]3[N:17]=[C:18]([C:25]4[CH:30]=[CH:29][CH:28]=[CH:27][CH:26]=4)[O:19][C:20]=3[C:21]([F:23])([F:22])[F:24])=[O:15])=[CH:10][CH:11]=2)[CH2:6][CH2:5]1)[CH2:2][CH3:3], predict the reactants needed to synthesize it. The reactants are: [CH2:1]([N:4]1[C:12]2[C:7](=[CH:8][C:9]([NH:13][C:14]([C:16]3[N:17]=[C:18]([C:25]4[CH:30]=[CH:29][CH:28]=[CH:27][CH:26]=4)[O:19][C:20]=3[C:21]([F:24])([F:23])[F:22])=[O:15])=[CH:10][CH:11]=2)[CH:6]=[CH:5]1)[CH2:2][CH3:3].C([BH3-])#N.[Na+]. (5) Given the product [N:8]1[CH:9]=[CH:10][CH:11]=[CH:12][C:7]=1[C:4]1[CH:5]=[CH:6][C:1]([C:13]([OH:15])=[O:20])=[CH:2][CH:3]=1, predict the reactants needed to synthesize it. The reactants are: [C:1]1([CH3:13])[CH:6]=[CH:5][C:4]([C:7]2[CH:12]=[CH:11][CH:10]=[CH:9][N:8]=2)=[CH:3][CH:2]=1.[Mn]([O-])(=O)(=O)=[O:15].[K+].[OH2:20]. (6) Given the product [S:15]([C:12]1[S:11][C:10]([C:6]2[CH:5]=[C:4]([CH:9]=[CH:8][CH:7]=2)[C:3]([OH:19])=[O:2])=[CH:14][CH:13]=1)(=[O:18])(=[O:17])[NH2:16], predict the reactants needed to synthesize it. The reactants are: C[O:2][C:3](=[O:19])[C:4]1[CH:9]=[CH:8][CH:7]=[C:6]([C:10]2[S:11][C:12]([S:15](=[O:18])(=[O:17])[NH2:16])=[CH:13][CH:14]=2)[CH:5]=1.[OH-].[Na+]. (7) Given the product [C:89]([C:86]([C:82]1[CH:81]=[C:80]([CH:85]=[CH:84][CH:83]=1)[C:79]([NH:78][C:73]1[CH:74]=[CH:75][C:76]([CH3:77])=[C:71]([N:65]2[C:64](=[O:92])[C:63]3[C:68](=[CH:69][CH:70]=[C:61]([O:50][CH2:47][CH2:57][CH2:56][N:54]([CH3:55])[CH3:53])[CH:62]=3)[N:67]=[CH:66]2)[CH:72]=1)=[O:91])([CH3:88])[CH3:87])#[N:90], predict the reactants needed to synthesize it. The reactants are: C1C=CC(P(C2C(C3C(P(C4C=CC=CC=4)C4C=CC=CC=4)=CC=C4C=3C=CC=C4)=C3C(C=CC=C3)=CC=2)C2C=CC=CC=2)=CC=1.[C:47](=[O:50])([O-])[O-].[Cs+].[Cs+].[CH3:53][N:54]([CH:56](O)[CH2:57]C)[CH3:55].Br[C:61]1[CH:62]=[C:63]2[C:68](=[CH:69][CH:70]=1)[N:67]=[CH:66][N:65]([C:71]1[CH:72]=[C:73]([NH:78][C:79](=[O:91])[C:80]3[CH:85]=[CH:84][CH:83]=[C:82]([C:86]([C:89]#[N:90])([CH3:88])[CH3:87])[CH:81]=3)[CH:74]=[CH:75][C:76]=1[CH3:77])[C:64]2=[O:92]. (8) Given the product [Cl:22][C:23]1[CH:31]=[CH:30][C:26]([C:27]([NH:21][C:17]2[C:18]3[C:13](=[CH:12][C:11]([O:10][C:9]4[CH:8]=[CH:7][N:6]=[C:5]5[NH:1][N:2]=[CH:3][C:4]=45)=[CH:20][CH:19]=3)[CH:14]=[CH:15][CH:16]=2)=[O:28])=[CH:25][CH:24]=1, predict the reactants needed to synthesize it. The reactants are: [NH:1]1[C:5]2=[N:6][CH:7]=[CH:8][C:9]([O:10][C:11]3[CH:12]=[C:13]4[C:18](=[CH:19][CH:20]=3)[C:17]([NH2:21])=[CH:16][CH:15]=[CH:14]4)=[C:4]2[CH:3]=[N:2]1.[Cl:22][C:23]1[CH:31]=[CH:30][C:26]([C:27](O)=[O:28])=[CH:25][CH:24]=1.CN(C(ON1N=NC2C=CC=CC1=2)=[N+](C)C)C.[B-](F)(F)(F)F.CCN(C(C)C)C(C)C. (9) Given the product [Br:8][C:3]1[CH:4]=[CH:5][CH:6]=[CH:7][C:2]=1[C:14]1[CH:15]=[CH:16][C:11]([S:10][CH3:9])=[CH:12][CH:13]=1, predict the reactants needed to synthesize it. The reactants are: Br[C:2]1[CH:7]=[CH:6][CH:5]=[CH:4][C:3]=1[Br:8].[CH3:9][S:10][C:11]1[CH:16]=[CH:15][C:14](B(O)O)=[CH:13][CH:12]=1. (10) Given the product [OH:42][NH:41][C:22]([C:19]1[CH:20]=[N:21][C:16]([N:13]2[CH2:14][CH:15]3[CH:11]([CH:10]3[N:9]([CH2:8][CH2:7][N:3]3[CH:4]=[CH:5][N:6]=[C:2]3[CH3:1])[S:27]([C:30]3[CH:39]=[CH:38][C:37]4[C:32](=[CH:33][CH:34]=[CH:35][CH:36]=4)[CH:31]=3)(=[O:28])=[O:29])[CH2:12]2)=[N:17][CH:18]=1)=[O:24], predict the reactants needed to synthesize it. The reactants are: [CH3:1][C:2]1[N:3]([CH2:7][CH2:8][N:9]([S:27]([C:30]2[CH:39]=[CH:38][C:37]3[C:32](=[CH:33][CH:34]=[CH:35][CH:36]=3)[CH:31]=2)(=[O:29])=[O:28])[CH:10]2[CH:15]3[CH:11]2[CH2:12][N:13]([C:16]2[N:21]=[CH:20][C:19]([C:22]([O:24]CC)=O)=[CH:18][N:17]=2)[CH2:14]3)[CH:4]=[CH:5][N:6]=1.Cl.[NH2:41][OH:42].[O-]CC.[Na+].O.